From a dataset of Peptide-MHC class I binding affinity with 185,985 pairs from IEDB/IMGT. Regression. Given a peptide amino acid sequence and an MHC pseudo amino acid sequence, predict their binding affinity value. This is MHC class I binding data. (1) The MHC is HLA-B35:03 with pseudo-sequence HLA-B35:03. The binding affinity (normalized) is 0. The peptide sequence is FLKEMGGL. (2) The peptide sequence is YINMAWNLV. The MHC is HLA-A02:01 with pseudo-sequence HLA-A02:01. The binding affinity (normalized) is 0.547. (3) The peptide sequence is PSPVKYRYL. The MHC is Mamu-A01 with pseudo-sequence Mamu-A01. The binding affinity (normalized) is 0.463. (4) The peptide sequence is SLYPPCLFK. The MHC is HLA-A03:01 with pseudo-sequence HLA-A03:01. The binding affinity (normalized) is 0.646.